From a dataset of Catalyst prediction with 721,799 reactions and 888 catalyst types from USPTO. Predict which catalyst facilitates the given reaction. (1) Reactant: [Si:1]([O:8][C:9]1[CH:14]=[CH:13][C:12]([C:15]2[N:16]=[C:17]([C:22]3[S:23][CH:24]=[CH:25][CH:26]=3)[C:18]([NH2:21])=[N:19][CH:20]=2)=[CH:11][CH:10]=1)([C:4]([CH3:7])([CH3:6])[CH3:5])([CH3:3])[CH3:2].[Si:27]([O:34][C:35]1[CH:40]=[CH:39][C:38]([CH2:41][C:42](Cl)=[O:43])=[CH:37][CH:36]=1)([C:30]([CH3:33])([CH3:32])[CH3:31])([CH3:29])[CH3:28].O. Product: [Si:27]([O:34][C:35]1[CH:36]=[CH:37][C:38]([CH2:41][C:42]([NH:21][C:18]2[C:17]([C:22]3[S:23][CH:24]=[CH:25][CH:26]=3)=[N:16][C:15]([C:12]3[CH:11]=[CH:10][C:9]([O:8][Si:1]([C:4]([CH3:7])([CH3:5])[CH3:6])([CH3:2])[CH3:3])=[CH:14][CH:13]=3)=[CH:20][N:19]=2)=[O:43])=[CH:39][CH:40]=1)([C:30]([CH3:33])([CH3:32])[CH3:31])([CH3:29])[CH3:28]. The catalyst class is: 341. (2) Reactant: [CH3:1][O:2][CH2:3][C:4]1[CH:9]=[CH:8][C:7]([C:10]2[C:11](=[O:19])[NH:12][C:13]3([CH2:18][CH2:17][CH2:16][CH2:15]3)[N:14]=2)=[CH:6][CH:5]=1.[H-].[Na+].Br[CH2:23][C:24]([NH:26][C:27]1[CH:32]=[C:31]([F:33])[CH:30]=[C:29]([F:34])[CH:28]=1)=O.[OH2:35]. Product: [F:34][C:29]1[CH:28]=[C:27]([NH:26][CH2:24][C:23]([N:12]2[C:13]3([CH2:15][CH2:16][CH2:17][CH2:18]3)[N:14]=[C:10]([C:7]3[CH:6]=[CH:5][C:4]([CH2:3][O:2][CH3:1])=[CH:9][CH:8]=3)[C:11]2=[O:19])=[O:35])[CH:32]=[C:31]([F:33])[CH:30]=1. The catalyst class is: 9.